Predict the product of the given reaction. From a dataset of Forward reaction prediction with 1.9M reactions from USPTO patents (1976-2016). (1) Given the reactants [CH2:1]([O:5][Si:6]([C:9]([CH3:12])([CH3:11])[CH3:10])([CH3:8])[CH3:7])[CH2:2][CH:3]=[CH2:4].B1C2CCCC1CCC2.FC(F)(F)S(O[C:28]1[CH:40]=[CH:39][C:31]2[C:32]([C:35]([F:38])([F:37])[F:36])=[N:33][O:34][C:30]=2[C:29]=1[CH2:41][CH2:42][CH3:43])(=O)=O.C([O-])([O-])=O.[K+].[K+], predict the reaction product. The product is: [Si:6]([O:5][CH2:1][CH2:2][CH2:3][CH2:4][C:28]1[CH:40]=[CH:39][C:31]2[C:32]([C:35]([F:37])([F:38])[F:36])=[N:33][O:34][C:30]=2[C:29]=1[CH2:41][CH2:42][CH3:43])([C:9]([CH3:12])([CH3:11])[CH3:10])([CH3:7])[CH3:8]. (2) Given the reactants [Br:1][C:2]1[CH:3]=[N:4][C:5]2[N:6]([N:8]=[C:9]([C:11]([OH:13])=O)[CH:10]=2)[CH:7]=1.Cl.[Cl:15][C:16]1[CH:17]=[CH:18][C:19]2[CH2:25][CH2:24][NH:23][CH2:22][CH2:21][C:20]=2[N:26]=1.C(N(CC)CC)C.CN(C)C=O, predict the reaction product. The product is: [Br:1][C:2]1[CH:3]=[N:4][C:5]2[N:6]([N:8]=[C:9]([C:11]([N:23]3[CH2:24][CH2:25][C:19]4[CH:18]=[CH:17][C:16]([Cl:15])=[N:26][C:20]=4[CH2:21][CH2:22]3)=[O:13])[CH:10]=2)[CH:7]=1. (3) Given the reactants [CH2:1]([O:8][C:9](=[O:16])[NH:10][CH:11]([CH3:15])[CH2:12][CH:13]=[CH2:14])[C:2]1[CH:7]=[CH:6][CH:5]=[CH:4][CH:3]=1.[H-].[Na+].[Br:19][C:20]1[CH:27]=[CH:26][C:23]([CH2:24][NH-])=[CH:22][CH:21]=1, predict the reaction product. The product is: [CH2:1]([O:8][C:9](=[O:16])[N:10]([CH2:24][C:23]1[CH:26]=[CH:27][C:20]([Br:19])=[CH:21][CH:22]=1)[CH:11]([CH3:15])[CH2:12][CH:13]=[CH2:14])[C:2]1[CH:7]=[CH:6][CH:5]=[CH:4][CH:3]=1.